Dataset: Peptide-MHC class I binding affinity with 185,985 pairs from IEDB/IMGT. Task: Regression. Given a peptide amino acid sequence and an MHC pseudo amino acid sequence, predict their binding affinity value. This is MHC class I binding data. (1) The binding affinity (normalized) is 0.0847. The MHC is HLA-A29:02 with pseudo-sequence HLA-A29:02. The peptide sequence is SSYRMGINK. (2) The peptide sequence is RRQDILDLWIY. The MHC is HLA-B08:01 with pseudo-sequence HLA-B08:01. The binding affinity (normalized) is 0. (3) The peptide sequence is RAMAWTVV. The MHC is HLA-A02:01 with pseudo-sequence HLA-A02:01. The binding affinity (normalized) is 0.174. (4) The peptide sequence is TGNKNKITI. The MHC is H-2-Kb with pseudo-sequence H-2-Kb. The binding affinity (normalized) is 0. (5) The peptide sequence is YRRKLTNPA. The MHC is HLA-A29:02 with pseudo-sequence HLA-A29:02. The binding affinity (normalized) is 0.0847. (6) The peptide sequence is FMNRFYITT. The MHC is HLA-A02:03 with pseudo-sequence HLA-A02:03. The binding affinity (normalized) is 0.763. (7) The peptide sequence is AHGWSTFYL. The MHC is HLA-A69:01 with pseudo-sequence HLA-A69:01. The binding affinity (normalized) is 0.321.